Dataset: Catalyst prediction with 721,799 reactions and 888 catalyst types from USPTO. Task: Predict which catalyst facilitates the given reaction. (1) Reactant: [CH3:1][C:2]1([CH3:9])[O:6][C:5](=[O:7])[NH:4][C:3]1=[O:8].[N+:10]([C:13]1[CH:20]=[CH:19][CH:18]=[CH:17][C:14]=1[CH2:15]Cl)([O-:12])=[O:11].C(=O)([O-])[O-].[K+].[K+].CN(C)C=O. Product: [CH3:1][C:2]1([CH3:9])[O:6][C:5](=[O:7])[N:4]([CH2:15][C:14]2[CH:17]=[CH:18][CH:19]=[CH:20][C:13]=2[N+:10]([O-:12])=[O:11])[C:3]1=[O:8]. The catalyst class is: 6. (2) Reactant: [OH:1][C:2]1[C:7]([O:8][CH3:9])=[CH:6][C:5]([C:10](=[O:12])[CH3:11])=[CH:4][C:3]=1[O:13][CH3:14].[Si:15](Cl)([C:18]([CH3:21])([CH3:20])[CH3:19])([CH3:17])[CH3:16].N1C=CN=C1. Product: [CH3:14][O:13][C:3]1[CH:4]=[C:5]([C:10](=[O:12])[CH3:11])[CH:6]=[C:7]([O:8][CH3:9])[C:2]=1[O:1][Si:15]([C:18]([CH3:21])([CH3:20])[CH3:19])([CH3:17])[CH3:16]. The catalyst class is: 9. (3) Reactant: [Cl-].[Al+3].[Cl-].[Cl-].[N-:5]=[N+:6]=[N-:7].[Na+].[CH2:9]([O:11][C:12]1[CH:17]=[CH:16][CH:15]=[C:14]([N:18]=[C:19]=[O:20])[C:13]=1[CH3:21])[CH3:10].N([O-])=O.[Na+].Cl. Product: [CH3:21][C:13]1[C:12]([O:11][CH2:9][CH3:10])=[CH:17][CH:16]=[CH:15][C:14]=1[N:18]1[C:19](=[O:20])[NH:7][N:6]=[N:5]1. The catalyst class is: 145. (4) Reactant: [CH3:1][C:2]1[CH:3]=[C:4]([CH:7]=[CH:8][C:9]=1[CH3:10])[CH:5]=O.[C:11]([NH:14][CH2:15][C:16]([OH:18])=[O:17])(=O)[CH3:12].C([O-])(=O)C.[Na+]. Product: [CH3:1][C:2]1[CH:3]=[C:4]([CH:7]=[CH:8][C:9]=1[CH3:10])/[CH:5]=[C:15]1\[N:14]=[C:11]([CH3:12])[O:18][C:16]\1=[O:17]. The catalyst class is: 152. (5) Reactant: C(OC(=O)[NH:7][C:8]1[CH:13]=[C:12]([F:14])[C:11]([Cl:15])=[CH:10][C:9]=1[NH:16][C:17](=[O:34])[CH2:18][C:19]([C:21]1[CH:26]=[CH:25][CH:24]=[C:23]([C:27]2[CH:28]=[N:29][C:30]([CH3:33])=[CH:31][CH:32]=2)[CH:22]=1)=O)(C)(C)C.C(O)(C(F)(F)F)=O. Product: [Cl:15][C:11]1[C:12]([F:14])=[CH:13][C:8]2[N:7]=[C:19]([C:21]3[CH:26]=[CH:25][CH:24]=[C:23]([C:27]4[CH:28]=[N:29][C:30]([CH3:33])=[CH:31][CH:32]=4)[CH:22]=3)[CH2:18][C:17](=[O:34])[NH:16][C:9]=2[CH:10]=1. The catalyst class is: 2. (6) Reactant: [C:1](N1C=CN=C1)(N1C=CN=C1)=[S:2].[C:13]([Si:17]([CH3:28])([CH3:27])[O:18][C:19]1[CH:24]=[CH:23][C:22]([NH2:25])=[C:21]([NH2:26])[CH:20]=1)([CH3:16])([CH3:15])[CH3:14]. Product: [SH:2][C:1]1[NH:26][C:21]2[CH:20]=[C:19]([O:18][Si:17]([C:13]([CH3:16])([CH3:15])[CH3:14])([CH3:28])[CH3:27])[CH:24]=[CH:23][C:22]=2[N:25]=1. The catalyst class is: 7. (7) Reactant: [C:1]([O:5][C:6](=[O:21])[NH:7][CH2:8][C:9]1([C:14]2[CH:15]=[C:16]([CH3:20])[CH:17]=[CH:18][CH:19]=2)[CH2:13][CH:12]=[CH:11][CH2:10]1)([CH3:4])([CH3:3])[CH3:2].[OH-].[Na+].OO.O.S([O-])([O-])(=[O:29])=S.[Na+].[Na+]. Product: [C:1]([O:5][C:6](=[O:21])[NH:7][CH2:8][C:9]1([C:14]2[CH:15]=[C:16]([CH3:20])[CH:17]=[CH:18][CH:19]=2)[CH2:13][CH2:12][CH:11]([OH:29])[CH2:10]1)([CH3:4])([CH3:3])[CH3:2]. The catalyst class is: 217. (8) Reactant: [Na].[C:2]([O:9][CH2:10][CH3:11])(=[O:8])[C:3]([O:5]CC)=O.[Cl:12][C:13]1[N:14]=[CH:15][C:16]2[CH2:17][CH2:18][CH2:19][C:20](=[O:23])[C:21]=2[CH:22]=1.Cl. Product: [CH2:10]([O:9][C:2](=[O:8])[C:3]([CH:19]1[CH2:18][CH2:17][C:16]2[CH:15]=[N:14][C:13]([Cl:12])=[CH:22][C:21]=2[C:20]1=[O:23])=[O:5])[CH3:11]. The catalyst class is: 14.